From a dataset of Reaction yield outcomes from USPTO patents with 853,638 reactions. Predict the reaction yield, written as a fraction of the theoretical maximum amount of product (1.0 means a 100% yield; for example, 0.34 means a 34% yield). (1) The reactants are [F:1][C:2]1[CH:31]=[CH:30][C:5]([O:6][C:7]2[CH:12]=[CH:11][C:10]([C:13]3[N:18]=[C:17]([C:19]([NH:21][C@@H:22]([CH3:27])[C:23]([O:25][CH3:26])=[O:24])=[O:20])[CH:16]=C(C=C)[N:14]=3)=[CH:9][CH:8]=2)=[CH:4][CH:3]=1.CC[C@H]1[C@H]2C[C@H]([C@H](OC3C4C(=CC=CC=4)C(O[C@H](C4C=CN=C5C=4C=C(OC)C=C5)[C@@H]4N5C[C@H](CC)[C@@H](CC5)C4)=NN=3)C3C=CN=C4C=3C=C([O:53]C)C=C4)N(CC2)C1.[CH3:90][CH:91]([OH:93])[CH3:92]. The catalyst is O. The product is [OH:93][C@@H:91]([C:92]1[N:14]=[C:13]([C:10]2[CH:11]=[CH:12][C:7]([O:6][C:5]3[CH:30]=[CH:31][C:2]([F:1])=[CH:3][CH:4]=3)=[CH:8][CH:9]=2)[N:18]=[C:17]([C:19]([NH:21][C@@H:22]([CH3:27])[C:23]([O:25][CH3:26])=[O:24])=[O:20])[CH:16]=1)[CH2:90][OH:53]. The yield is 0.540. (2) The reactants are [N:1]12[CH2:8][CH2:7][C:4]([C:9]([C:17]3[CH:22]=[CH:21][CH:20]=[CH:19][CH:18]=3)([C:11]3[CH:16]=[CH:15][CH:14]=[CH:13][CH:12]=3)[OH:10])([CH2:5][CH2:6]1)[CH2:3][CH2:2]2.[Br:23][CH2:24][CH2:25][CH2:26][CH2:27][CH2:28][CH3:29]. The catalyst is CC#N. The product is [Br-:23].[CH2:24]([N+:1]12[CH2:6][CH2:5][C:4]([C:9]([OH:10])([C:17]3[CH:22]=[CH:21][CH:20]=[CH:19][CH:18]=3)[C:11]3[CH:12]=[CH:13][CH:14]=[CH:15][CH:16]=3)([CH2:3][CH2:2]1)[CH2:7][CH2:8]2)[CH2:25][CH2:26][CH2:27][CH2:28][CH3:29]. The yield is 0.730.